Dataset: Full USPTO retrosynthesis dataset with 1.9M reactions from patents (1976-2016). Task: Predict the reactants needed to synthesize the given product. (1) Given the product [Br:1][C:2]1[S:6][C:5]([C:7]#[N:9])=[N:4][C:3]=1[CH2:10][CH:11]1[CH2:16][CH2:15][CH2:14][CH2:13][CH2:12]1, predict the reactants needed to synthesize it. The reactants are: [Br:1][C:2]1[S:6][C:5]([C:7]([NH2:9])=O)=[N:4][C:3]=1[CH2:10][CH:11]1[CH2:16][CH2:15][CH2:14][CH2:13][CH2:12]1.C(OC(C(F)(F)F)=O)(C(F)(F)F)=O. (2) The reactants are: [O:1]=[C:2]1[CH2:7][CH:6]2[CH2:8][CH2:9][CH:3]1[CH2:4][CH:5]2C(O)=O.CC[N:15]([CH2:18]C)CC.C1(P(N=[N+]=[N-])(C2C=CC=CC=2)=[O:27])C=CC=CC=1.[C:37]([OH:41])([CH3:40])([CH3:39])[CH3:38]. Given the product [C:37]([O:41][C:18](=[O:27])[NH:15][CH:5]1[CH2:4][CH:3]2[CH2:9][CH2:8][CH:6]1[CH2:7][C:2]2=[O:1])([CH3:40])([CH3:39])[CH3:38], predict the reactants needed to synthesize it. (3) Given the product [NH2:27][C:3]1[CH:4]=[CH:5][C:6]([O:8][C:9]2[CH:14]=[CH:13][N:12]=[C:11]([NH:15][C:16](=[O:17])[N:18]([CH3:26])[CH:19]3[CH2:20][CH2:21][N:22]([CH3:25])[CH2:23][CH2:24]3)[CH:10]=2)=[CH:7][C:2]=1[F:1], predict the reactants needed to synthesize it. The reactants are: [F:1][C:2]1[CH:7]=[C:6]([O:8][C:9]2[CH:14]=[CH:13][N:12]=[C:11]([NH:15][C:16]([N:18]([CH3:26])[CH:19]3[CH2:24][CH2:23][N:22]([CH3:25])[CH2:21][CH2:20]3)=[O:17])[CH:10]=2)[CH:5]=[CH:4][C:3]=1[NH:27]C(=O)OCC1C=CC=CC=1.